This data is from Aqueous solubility values for 9,982 compounds from the AqSolDB database. The task is: Regression/Classification. Given a drug SMILES string, predict its absorption, distribution, metabolism, or excretion properties. Task type varies by dataset: regression for continuous measurements (e.g., permeability, clearance, half-life) or binary classification for categorical outcomes (e.g., BBB penetration, CYP inhibition). For this dataset (solubility_aqsoldb), we predict Y. (1) The drug is NCCc1ccc(O)c(O)c1. The Y is 0.120 log mol/L. (2) The compound is C=CCC1(CC)C(=O)NC(=O)NC1=O. The Y is -1.61 log mol/L. (3) The molecule is O=[N+]([O-])c1cc([N+](=O)[O-])cc([N+](=O)[O-])c1. The Y is -2.88 log mol/L. (4) The molecule is CC(C)CCCCCCCCCCO. The Y is -5.00 log mol/L. (5) The compound is CC1(C)[C@H]2CC[C@@]1(C)C(=O)C2. The Y is -3.18 log mol/L. (6) The drug is O=c1c2ccccc2c(=O)c2c1ccc1[nH]c3c(ccc4c(=O)c5ccccc5c(=O)c43)[nH]c12. The Y is -7.95 log mol/L. (7) The compound is O=[N+]([O-])c1ccccc1O. The Y is -1.80 log mol/L.